Dataset: Full USPTO retrosynthesis dataset with 1.9M reactions from patents (1976-2016). Task: Predict the reactants needed to synthesize the given product. (1) Given the product [C:1]([NH:9][C@@H:10]([CH2:15][C:16]1[CH:17]=[CH:18][CH:19]=[CH:20][CH:21]=1)[C@H:11]([OH:14])[CH2:12][Cl:13])(=[O:8])[C:2]1[CH:3]=[CH:4][CH:5]=[CH:6][CH:7]=1, predict the reactants needed to synthesize it. The reactants are: [C:1]([NH:9][C@@H:10]([CH2:15][C:16]1[CH:21]=[CH:20][CH:19]=[CH:18][CH:17]=1)[C:11](=[O:14])[CH2:12][Cl:13])(=[O:8])[C:2]1[CH:7]=[CH:6][CH:5]=[CH:4][CH:3]=1.C(O)=O.C(N(CC)CC)C. (2) Given the product [NH2:27][C:25]1[C:24]2[C:19](=[CH:20][CH:21]=[CH:22][CH:23]=2)[N:18]=[C:17]([N:11]2[CH2:10][C:9]3[CH:35]=[CH:36][C:6]([O:5][CH2:4][CH2:3][CH2:2][OH:1])=[CH:7][C:8]=3[S:14](=[O:15])(=[O:16])[CH2:13][CH2:12]2)[CH:26]=1, predict the reactants needed to synthesize it. The reactants are: [OH:1][CH2:2][CH2:3][CH2:4][O:5][C:6]1[CH:36]=[CH:35][C:9]2[CH2:10][N:11]([C:17]3[CH:26]=[C:25]([NH:27]C(=O)OC(C)(C)C)[C:24]4[C:19](=[CH:20][CH:21]=[CH:22][CH:23]=4)[N:18]=3)[CH2:12][CH2:13][S:14](=[O:16])(=[O:15])[C:8]=2[CH:7]=1.FC(F)(F)C(O)=O. (3) Given the product [F:20][C:16]1[CH:15]=[C:14]([CH:6]([NH:5][C:3]([CH2:2][NH:1][C:25](=[O:26])[C:24]2[CH:28]=[CH:29][CH:30]=[C:22]([F:21])[CH:23]=2)=[O:4])[C:7]2[CH:12]=[CH:11][CH:10]=[C:9]([F:13])[CH:8]=2)[CH:19]=[CH:18][CH:17]=1, predict the reactants needed to synthesize it. The reactants are: [NH2:1][CH2:2][C:3]([NH:5][CH:6]([C:14]1[CH:19]=[CH:18][CH:17]=[C:16]([F:20])[CH:15]=1)[C:7]1[CH:12]=[CH:11][CH:10]=[C:9]([F:13])[CH:8]=1)=[O:4].[F:21][C:22]1[CH:23]=[C:24]([CH:28]=[CH:29][CH:30]=1)[C:25](O)=[O:26]. (4) Given the product [C:1]([O:4][C@H:5]1[CH2:22][CH2:21][C@@:20]2([CH3:23])[C:7](=[CH:8][CH2:9][C@@H:10]3[C@@H:19]2[CH2:18][CH2:17][C@@:15]2([CH3:16])[C@H:11]3[CH2:12][C:13]([CH:25]=[O:26])=[C:14]2[N:27]2[CH:31]=[CH:30][CH:29]=[N:28]2)[CH2:6]1)(=[O:3])[CH3:2], predict the reactants needed to synthesize it. The reactants are: [C:1]([O:4][C@H:5]1[CH2:22][CH2:21][C@@:20]2([CH3:23])[C:7](=[CH:8][CH2:9][C@@H:10]3[C@@H:19]2[CH2:18][CH2:17][C@@:15]2([CH3:16])[C@H:11]3[CH2:12][C:13]([CH:25]=[O:26])=[C:14]2Cl)[CH2:6]1)(=[O:3])[CH3:2].[NH:27]1[CH:31]=[CH:30][CH:29]=[N:28]1.C([O-])([O-])=O.[K+].[K+].C(O[C@H]1CC[C@@]2(C)C(=CC[C@@H]3[C@@H]2CC[C@@]2(C)[C@H]3CCC2N2C=CC=N2)C1)(=O)C. (5) Given the product [F:1][C:2]1[C:3]([C:39]2[S:43][C:42]([C:44]3([OH:48])[CH2:47][CH2:46][CH2:45]3)=[N:41][CH:40]=2)=[C:4]2[CH:10]=[C:9]([C:11]3[C:19]4[C:14](=[CH:15][CH:16]=[C:17]([O:20][CH3:21])[CH:18]=4)[NH:13][CH:12]=3)[NH:8][C:5]2=[N:6][CH:7]=1, predict the reactants needed to synthesize it. The reactants are: [F:1][C:2]1[C:3]([C:39]2[S:43][C:42]([C:44]3([OH:48])[CH2:47][CH2:46][CH2:45]3)=[N:41][CH:40]=2)=[C:4]2[CH:10]=[C:9]([C:11]3[C:19]4[C:14](=[CH:15][CH:16]=[C:17]([O:20][CH3:21])[CH:18]=4)[N:13](C(OC(C)(C)C)=O)[CH:12]=3)[N:8](S(C3C=CC(C)=CC=3)(=O)=O)[C:5]2=[N:6][CH:7]=1.Cl.